From a dataset of Forward reaction prediction with 1.9M reactions from USPTO patents (1976-2016). Predict the product of the given reaction. (1) Given the reactants [NH2:1][C:2]1[CH:17]=[CH:16][C:5]([O:6][C:7]2[CH:8]=[C:9]3[C:13](=[CH:14][CH:15]=2)[NH:12][N:11]=[CH:10]3)=[C:4]([F:18])[CH:3]=1.Cl[C:20]1[CH:25]=[C:24]([C:26]2[CH:31]=[CH:30][N:29]=[CH:28][CH:27]=2)[N:23]=[C:22]([NH2:32])[N:21]=1.Cl.C(=O)(O)[O-].[Na+], predict the reaction product. The product is: [NH2:32][C:22]1[N:21]=[C:20]([NH:1][C:2]2[CH:17]=[CH:16][C:5]([O:6][C:7]3[CH:8]=[C:9]4[C:13](=[CH:14][CH:15]=3)[NH:12][N:11]=[CH:10]4)=[C:4]([F:18])[CH:3]=2)[CH:25]=[C:24]([C:26]2[CH:31]=[CH:30][N:29]=[CH:28][CH:27]=2)[N:23]=1. (2) Given the reactants [C:1]([CH2:3][C:4]([O:6][CH2:7][CH3:8])=[O:5])#[N:2].Br[C:10]1[CH:11]=[N:12][CH:13]=[CH:14][CH:15]=1.CC([O-])(C)C.[K+].CC(O)=O, predict the reaction product. The product is: [C:1]([CH:3]([C:10]1[CH:11]=[N:12][CH:13]=[CH:14][CH:15]=1)[C:4]([O:6][CH2:7][CH3:8])=[O:5])#[N:2]. (3) Given the reactants [F:1][CH:2]([F:44])[O:3][C:4]1[C:8]2[CH:9]=[N:10][C:11]([NH:13][C:14]([NH:16][C@@H:17]([C:19]3[CH:24]=[CH:23][CH:22]=[CH:21][CH:20]=3)[CH3:18])=[O:15])=[CH:12][C:7]=2[N:6](C(C2C=CC=CC=2)(C2C=CC=CC=2)C2C=CC=CC=2)[N:5]=1, predict the reaction product. The product is: [F:44][CH:2]([F:1])[O:3][C:4]1[C:8]2[CH:9]=[N:10][C:11]([NH:13][C:14]([NH:16][C@@H:17]([C:19]3[CH:24]=[CH:23][CH:22]=[CH:21][CH:20]=3)[CH3:18])=[O:15])=[CH:12][C:7]=2[NH:6][N:5]=1. (4) The product is: [O:29]=[C:28]1[C:27]2[C:22](=[CH:23][CH:24]=[CH:25][CH:26]=2)[C:21](=[O:30])[N:20]1[CH2:19][C@@H:18]([NH:17][C:8]([C:6]1[S:7][C:3]([O:2][CH3:1])=[C:4]([C:11]2[N:15]([CH3:16])[N:14]=[CH:13][CH:12]=2)[CH:5]=1)=[O:10])[CH2:31][C:32]1[CH:37]=[CH:36][CH:35]=[CH:34][C:33]=1[C:38]([F:40])([F:39])[F:41]. Given the reactants [CH3:1][O:2][C:3]1[S:7][C:6]([C:8]([OH:10])=O)=[CH:5][C:4]=1[C:11]1[N:15]([CH3:16])[N:14]=[CH:13][CH:12]=1.[NH2:17][C@@H:18]([CH2:31][C:32]1[CH:37]=[CH:36][CH:35]=[CH:34][C:33]=1[C:38]([F:41])([F:40])[F:39])[CH2:19][N:20]1[C:28](=[O:29])[C:27]2[C:22](=[CH:23][CH:24]=[CH:25][CH:26]=2)[C:21]1=[O:30].C1CN([P+](Br)(N2CCCC2)N2CCCC2)CC1.F[P-](F)(F)(F)(F)F.CCN(C(C)C)C(C)C, predict the reaction product. (5) The product is: [Br:1][C:2]1[CH:3]=[CH:4][C:5]([F:19])=[C:6]([C@:8]2([CH:16]([F:17])[F:18])[C@@H:14]3[C@@H:12]([CH2:13]3)[O:11][C:10]([NH:15][C:25](=[O:26])[O:27][C:28]([CH3:31])([CH3:30])[CH3:29])=[N:9]2)[CH:7]=1. Given the reactants [Br:1][C:2]1[CH:3]=[CH:4][C:5]([F:19])=[C:6]([C@:8]2([CH:16]([F:18])[F:17])[C@@H:14]3[C@@H:12]([CH2:13]3)[O:11][C:10]([NH2:15])=[N:9]2)[CH:7]=1.C([O-])(O)=O.[Na+].[C:25](O[C:25]([O:27][C:28]([CH3:31])([CH3:30])[CH3:29])=[O:26])([O:27][C:28]([CH3:31])([CH3:30])[CH3:29])=[O:26].BrC1C=CC(F)=C(C2CC(CCl)ON=2)C=1, predict the reaction product. (6) Given the reactants C[O:2][C:3]([C:5]1[CH:10]=[N:9][C:8]([O:11][C:12]2[CH:17]=[CH:16][C:15]([CH:18]([CH3:37])[C:19]([OH:36])([C:24]3[CH:25]=[CH:26][C:27]4[O:32][CH2:31][C:30](=[O:33])[N:29]([CH3:34])[C:28]=4[CH:35]=3)[C:20]([F:23])([F:22])[F:21])=[C:14]([Cl:38])[CH:13]=2)=[CH:7][N:6]=1)=[O:4].[OH-].[Na+].O.Cl, predict the reaction product. The product is: [Cl:38][C:14]1[CH:13]=[C:12]([CH:17]=[CH:16][C:15]=1[CH:18]([CH3:37])[C:19]([OH:36])([C:24]1[CH:25]=[CH:26][C:27]2[O:32][CH2:31][C:30](=[O:33])[N:29]([CH3:34])[C:28]=2[CH:35]=1)[C:20]([F:21])([F:22])[F:23])[O:11][C:8]1[N:9]=[CH:10][C:5]([C:3]([OH:4])=[O:2])=[N:6][CH:7]=1. (7) Given the reactants O[N:2]=[C:3]1[CH2:8][CH2:7][O:6][CH:5]([C:9]2[CH:18]=[CH:17][CH:16]=[CH:15][C:10]=2[C:11]([O:13][CH3:14])=[O:12])[CH2:4]1.CO, predict the reaction product. The product is: [NH2:2][C@@H:3]1[CH2:8][CH2:7][O:6][C@@H:5]([C:9]2[CH:18]=[CH:17][CH:16]=[CH:15][C:10]=2[C:11]([O:13][CH3:14])=[O:12])[CH2:4]1. (8) The product is: [N+:26]([O-:29])([OH:28])=[O:27].[CH3:18][O:17][C:13]1[CH:12]=[C:11]2[C:16]([C:7]([C:6]([C:5]3[CH:19]=[C:20]([O:24][CH3:25])[C:21]([O:22][CH3:23])=[C:3]([O:2][CH3:1])[CH:4]=3)=[O:27])=[CH:8][N:9]=[CH:10]2)=[CH:15][CH:14]=1. Given the reactants [CH3:1][O:2][C:3]1[CH:4]=[C:5]([CH:19]=[C:20]([O:24][CH3:25])[C:21]=1[O:22][CH3:23])[CH2:6][C:7]1[C:16]2[C:11](=[CH:12][C:13]([O:17][CH3:18])=[CH:14][CH:15]=2)[CH:10]=[N:9][CH:8]=1.[N+:26]([O-:29])([OH:28])=[O:27], predict the reaction product. (9) Given the reactants [C:1]([O:5][C:6](=[O:26])[NH:7][CH2:8][CH2:9][CH2:10][CH2:11][C@H:12]([NH:18][C:19]([CH:21]1[CH2:25][CH2:24][CH2:23][CH2:22]1)=[O:20])[C:13](=[O:17])[CH:14]=[N+]=[N-])([CH3:4])([CH3:3])[CH3:2].[BrH:27].CC(O)=O.C([O-])(O)=O.[Na+], predict the reaction product. The product is: [C:1]([O:5][C:6](=[O:26])[NH:7][CH2:8][CH2:9][CH2:10][CH2:11][C@H:12]([NH:18][C:19]([CH:21]1[CH2:25][CH2:24][CH2:23][CH2:22]1)=[O:20])[C:13](=[O:17])[CH2:14][Br:27])([CH3:4])([CH3:3])[CH3:2].